Dataset: NCI-60 drug combinations with 297,098 pairs across 59 cell lines. Task: Regression. Given two drug SMILES strings and cell line genomic features, predict the synergy score measuring deviation from expected non-interaction effect. (1) Drug 1: CNC(=O)C1=CC=CC=C1SC2=CC3=C(C=C2)C(=NN3)C=CC4=CC=CC=N4. Drug 2: CC1=CC=C(C=C1)C2=CC(=NN2C3=CC=C(C=C3)S(=O)(=O)N)C(F)(F)F. Cell line: CCRF-CEM. Synergy scores: CSS=12.2, Synergy_ZIP=-2.23, Synergy_Bliss=-0.469, Synergy_Loewe=-2.45, Synergy_HSA=0.0603. (2) Drug 1: C1CCN(CC1)CCOC2=CC=C(C=C2)C(=O)C3=C(SC4=C3C=CC(=C4)O)C5=CC=C(C=C5)O. Drug 2: CCCCC(=O)OCC(=O)C1(CC(C2=C(C1)C(=C3C(=C2O)C(=O)C4=C(C3=O)C=CC=C4OC)O)OC5CC(C(C(O5)C)O)NC(=O)C(F)(F)F)O. Cell line: SN12C. Synergy scores: CSS=5.32, Synergy_ZIP=-1.52, Synergy_Bliss=1.62, Synergy_Loewe=-0.313, Synergy_HSA=1.04. (3) Drug 1: CC1=C2C(C(=O)C3(C(CC4C(C3C(C(C2(C)C)(CC1OC(=O)C(C(C5=CC=CC=C5)NC(=O)OC(C)(C)C)O)O)OC(=O)C6=CC=CC=C6)(CO4)OC(=O)C)OC)C)OC. Drug 2: C1CC(=O)NC(=O)C1N2C(=O)C3=CC=CC=C3C2=O. Cell line: HOP-92. Synergy scores: CSS=24.4, Synergy_ZIP=-5.69, Synergy_Bliss=1.29, Synergy_Loewe=-25.6, Synergy_HSA=0.508. (4) Drug 1: C1C(C(OC1N2C=NC3=C(N=C(N=C32)Cl)N)CO)O. Drug 2: COC1=C2C(=CC3=C1OC=C3)C=CC(=O)O2. Cell line: HOP-62. Synergy scores: CSS=45.7, Synergy_ZIP=-0.780, Synergy_Bliss=-1.25, Synergy_Loewe=-40.5, Synergy_HSA=-3.20. (5) Drug 1: C1CC(=O)NC(=O)C1N2CC3=C(C2=O)C=CC=C3N. Drug 2: C1C(C(OC1N2C=NC3=C(N=C(N=C32)Cl)N)CO)O. Cell line: OVCAR-8. Synergy scores: CSS=31.8, Synergy_ZIP=-0.763, Synergy_Bliss=2.06, Synergy_Loewe=-30.3, Synergy_HSA=4.29. (6) Drug 1: C1=NC2=C(N=C(N=C2N1C3C(C(C(O3)CO)O)O)F)N. Drug 2: CN1C(=O)N2C=NC(=C2N=N1)C(=O)N. Cell line: RXF 393. Synergy scores: CSS=1.07, Synergy_ZIP=-0.166, Synergy_Bliss=1.28, Synergy_Loewe=-3.05, Synergy_HSA=-1.45.